Task: Predict the reactants needed to synthesize the given product.. Dataset: Full USPTO retrosynthesis dataset with 1.9M reactions from patents (1976-2016) (1) Given the product [F:1][C:2]([F:7])([F:6])[C:3]([OH:5])=[O:4].[F:8][C:9]([F:14])([F:13])[C:10]([OH:12])=[O:11].[F:15][C:16]([F:21])([F:20])[C:17]([OH:19])=[O:18].[Cl:22][C:23]1[CH:24]=[N:25][C:26]2[NH:27][C:28]3[CH:29]=[N:30][CH:31]=[C:32]([CH:54]=3)[CH2:33][CH2:34][C:35]3[CH:43]=[C:39]([NH:40][C:41]=1[N:42]=2)[CH:38]=[CH:37][C:36]=3[NH:44][C:45](=[O:53])[CH2:46][CH:47]1[CH2:52][CH2:51][N:50]([S:62]([C:58]2[CH:57]=[N:56][CH:61]=[CH:60][CH:59]=2)(=[O:64])=[O:63])[CH2:49][CH2:48]1, predict the reactants needed to synthesize it. The reactants are: [F:1][C:2]([F:7])([F:6])[C:3]([OH:5])=[O:4].[F:8][C:9]([F:14])([F:13])[C:10]([OH:12])=[O:11].[F:15][C:16]([F:21])([F:20])[C:17]([OH:19])=[O:18].[Cl:22][C:23]1[CH:24]=[N:25][C:26]2[NH:27][C:28]3[CH:29]=[N:30][CH:31]=[C:32]([CH:54]=3)[CH2:33][CH2:34][C:35]3[CH:43]=[C:39]([NH:40][C:41]=1[N:42]=2)[CH:38]=[CH:37][C:36]=3[NH:44][C:45](=[O:53])[CH2:46][CH:47]1[CH2:52][CH2:51][NH:50][CH2:49][CH2:48]1.Cl.[N:56]1[CH:61]=[CH:60][CH:59]=[C:58]([S:62](Cl)(=[O:64])=[O:63])[CH:57]=1. (2) Given the product [CH2:20]([C:23]1[CH:30]=[CH:29][C:26]([CH2:27][N:4]2[CH2:3][CH2:2][N:1]([C:7]3[CH:8]=[CH:9][C:10]4[N:11]([C:13]([C:16]([F:17])([F:18])[F:19])=[N:14][N:15]=4)[N:12]=3)[CH2:6][CH2:5]2)=[CH:25][CH:24]=1)[CH2:21][CH3:22], predict the reactants needed to synthesize it. The reactants are: [N:1]1([C:7]2[CH:8]=[CH:9][C:10]3[N:11]([C:13]([C:16]([F:19])([F:18])[F:17])=[N:14][N:15]=3)[N:12]=2)[CH2:6][CH2:5][NH:4][CH2:3][CH2:2]1.[CH2:20]([C:23]1[CH:30]=[CH:29][C:26]([CH:27]=O)=[CH:25][CH:24]=1)[CH2:21][CH3:22].